Dataset: Full USPTO retrosynthesis dataset with 1.9M reactions from patents (1976-2016). Task: Predict the reactants needed to synthesize the given product. (1) Given the product [CH2:1]([S:3]([N:36]1[CH2:35][CH2:34][CH:33]([CH2:32][C:31]([N:27]2[CH2:26][CH2:25][C:24]3[C:29](=[CH:30][C:21]([C:19]4[CH:20]=[C:15]([N:12]5[CH2:13][CH2:14][N:9]([CH3:8])[CH2:10][CH2:11]5)[N:16]=[C:17]([NH2:40])[N:18]=4)=[CH:22][CH:23]=3)[CH2:28]2)=[O:39])[CH2:38][CH2:37]1)(=[O:5])=[O:4])[CH3:2], predict the reactants needed to synthesize it. The reactants are: [CH2:1]([S:3](Cl)(=[O:5])=[O:4])[CH3:2].Cl.[CH3:8][N:9]1[CH2:14][CH2:13][N:12]([C:15]2[CH:20]=[C:19]([C:21]3[CH:30]=[C:29]4[C:24]([CH2:25][CH2:26][N:27]([C:31](=[O:39])[CH2:32][CH:33]5[CH2:38][CH2:37][NH:36][CH2:35][CH2:34]5)[CH2:28]4)=[CH:23][CH:22]=3)[N:18]=[C:17]([NH2:40])[N:16]=2)[CH2:11][CH2:10]1. (2) Given the product [Cl:9][C:3]1[CH:4]=[C:5]([Cl:8])[CH:6]=[CH:7][C:2]=1[NH:10][C:11]1[CH:12]=[C:13]2[C:18]3=[C:19]([CH2:21][CH2:22][N:17]3[CH2:16][C@@H:15]3[CH2:23][NH:24][CH2:25][C@H:14]23)[CH:20]=1, predict the reactants needed to synthesize it. The reactants are: Br[C:2]1[CH:7]=[CH:6][C:5]([Cl:8])=[CH:4][C:3]=1[Cl:9].[NH2:10][C:11]1[CH:12]=[C:13]2[C:18]3=[C:19]([CH2:21][CH2:22][N:17]3[CH2:16][C@@H:15]3[CH2:23][N:24](C(OC(C)(C)C)=O)[CH2:25][C@H:14]23)[CH:20]=1. (3) Given the product [CH2:7]([O:26][C:19]1[CH:20]=[C:21]([CH:24]=[CH:25][C:18]=1[O:17][CH2:15][CH3:16])[CH:22]=[O:23])[C:8]1[CH:13]=[CH:12][CH:11]=[CH:10][CH:9]=1, predict the reactants needed to synthesize it. The reactants are: C(=O)([O-])[O-].[K+].[K+].[CH2:7](Cl)[C:8]1[CH:13]=[CH:12][CH:11]=[CH:10][CH:9]=1.[CH2:15]([O:17][C:18]1[CH:25]=[CH:24][C:21]([CH:22]=[O:23])=[CH:20][C:19]=1[OH:26])[CH3:16].Cl. (4) Given the product [Cl:26][C:21]1[CH:20]=[C:19]([NH:18][C:5]2[C:4]3[C:9](=[C:10]([C:12]([F:13])([F:14])[F:15])[CH:11]=[C:2]([NH:1][CH2:33][C:28]4[CH:29]=[CH:30][CH:31]=[CH:32][N:27]=4)[CH:3]=3)[N:8]=[CH:7][C:6]=2[C:16]#[N:17])[CH:24]=[CH:23][C:22]=1[F:25], predict the reactants needed to synthesize it. The reactants are: [NH2:1][C:2]1[CH:3]=[C:4]2[C:9](=[C:10]([C:12]([F:15])([F:14])[F:13])[CH:11]=1)[N:8]=[CH:7][C:6]([C:16]#[N:17])=[C:5]2[NH:18][C:19]1[CH:24]=[CH:23][C:22]([F:25])=[C:21]([Cl:26])[CH:20]=1.[N:27]1[CH:32]=[CH:31][CH:30]=[CH:29][C:28]=1[CH:33]=O.[BH3-]C#N.[Na+].